Dataset: Full USPTO retrosynthesis dataset with 1.9M reactions from patents (1976-2016). Task: Predict the reactants needed to synthesize the given product. (1) Given the product [CH2:1]([C:3]1[C:4]([CH:17]([OH:18])[CH3:19])=[N:5][N:6]([CH3:16])[C:7]=1[O:8][C:9]1[CH:14]=[CH:13][C:12]([CH3:15])=[CH:11][CH:10]=1)[CH3:2], predict the reactants needed to synthesize it. The reactants are: [CH2:1]([C:3]1[C:4]([CH:17]=[O:18])=[N:5][N:6]([CH3:16])[C:7]=1[O:8][C:9]1[CH:14]=[CH:13][C:12]([CH3:15])=[CH:11][CH:10]=1)[CH3:2].[CH3:19][Mg+].[Br-]. (2) Given the product [F:1][C:2]([F:16])([F:17])[C:3]([C:6]1[CH:15]=[CH:14][C:9]([C:10]([OH:12])=[O:11])=[CH:8][CH:7]=1)([OH:5])[CH3:4], predict the reactants needed to synthesize it. The reactants are: [F:1][C:2]([F:17])([F:16])[C:3]([C:6]1[CH:15]=[CH:14][C:9]([C:10]([O:12]C)=[O:11])=[CH:8][CH:7]=1)([OH:5])[CH3:4].[OH-].[K+]. (3) Given the product [NH2:39][C:35]1[N:34]=[CH:33][N:32]=[C:31]2[C:36]=1[N:37]=[CH:38][N:30]2[C@@H:28]([C@@H:27]([OH:26])[CH2:40][CH2:41][CH2:42][CH2:43][CH3:44])[CH3:29], predict the reactants needed to synthesize it. The reactants are: [F-].C([N+](CCCC)(CCCC)CCCC)CCC.[Si]([O:26][C@@H:27]([CH2:40][CH2:41][CH2:42][CH2:43][CH3:44])[C@H:28]([N:30]1[CH:38]=[N:37][C:36]2[C:31]1=[N:32][CH:33]=[N:34][C:35]=2[NH2:39])[CH3:29])(C(C)(C)C)(C)C.ClCCl.CO. (4) Given the product [C:1]([O:5][C:6]([NH:8][CH2:9][C@H:10]1[CH2:15][CH2:14][C@H:13]([C:16]([NH:18][C@H:19]([C:20](=[O:21])[NH:53][C:54]2[CH:55]=[CH:56][C:57]([C:60]3[NH:64][N:63]=[C:62]([C:65]([F:74])([F:73])[C:66]([F:72])([F:71])[C:67]([NH:69][CH3:70])=[O:68])[N:61]=3)=[CH:58][CH:59]=2)[CH2:23][C:24]2[CH:29]=[CH:28][C:27]([C:30]3[CH:35]=[CH:34][C:33]([C:36]([NH:37][CH:38]4[CH2:43][CH2:42][N:41]([C:44]([O:46][C:47]([CH3:49])([CH3:50])[CH3:48])=[O:45])[CH2:40][CH2:39]4)=[O:51])=[CH:32][C:31]=3[CH3:52])=[CH:26][CH:25]=2)=[O:17])[CH2:12][CH2:11]1)=[O:7])([CH3:2])([CH3:3])[CH3:4], predict the reactants needed to synthesize it. The reactants are: [C:1]([O:5][C:6]([NH:8][CH2:9][C@H:10]1[CH2:15][CH2:14][C@H:13]([C:16]([NH:18][C@@H:19]([CH2:23][C:24]2[CH:29]=[CH:28][C:27]([C:30]3[CH:35]=[CH:34][C:33]([C:36](=[O:51])[NH:37][CH:38]4[CH2:43][CH2:42][N:41]([C:44]([O:46][C:47]([CH3:50])([CH3:49])[CH3:48])=[O:45])[CH2:40][CH2:39]4)=[CH:32][C:31]=3[CH3:52])=[CH:26][CH:25]=2)[C:20](O)=[O:21])=[O:17])[CH2:12][CH2:11]1)=[O:7])([CH3:4])([CH3:3])[CH3:2].[NH2:53][C:54]1[CH:59]=[CH:58][C:57]([C:60]2[NH:64][N:63]=[C:62]([C:65]([F:74])([F:73])[C:66]([F:72])([F:71])[C:67]([NH:69][CH3:70])=[O:68])[N:61]=2)=[CH:56][CH:55]=1.C(P1(=O)OP(=O)(CCC)OP(=O)(CCC)O1)CC. (5) The reactants are: [Cl:1][C:2]1[C:7]2[N:8]=[CH:9][N:10]([C@@H:11]3[O:33][C@H:32]([CH2:34][O:35]C(=O)C4C=CC=CC=4)[C@@H:22]([O:23]C(=O)C4C=CC=CC=4)[C@H:12]3[O:13]C(=O)C3C=CC=CC=3)[C:6]=2[C:5]([F:44])=[CH:4][N:3]=1.C[O-].[Na+].C(O)(=O)C. Given the product [Cl:1][C:2]1[C:7]2[N:8]=[CH:9][N:10]([C@@H:11]3[O:33][C@H:32]([CH2:34][OH:35])[C@@H:22]([OH:23])[C@H:12]3[OH:13])[C:6]=2[C:5]([F:44])=[CH:4][N:3]=1, predict the reactants needed to synthesize it. (6) The reactants are: [CH2:1]([N:4]1[C:12](=[O:13])[C:11]2[N:10]([CH2:14][O:15][CH2:16][CH2:17][Si:18]([CH3:21])([CH3:20])[CH3:19])[C:9]([C:22]3[CH:23]=[N:24][NH:25][CH:26]=3)=[N:8][C:7]=2[N:6]([CH2:27][CH2:28][CH3:29])[C:5]1=[O:30])[CH2:2][CH3:3].Br[CH2:32][C:33]([OH:35])=[O:34].C([O-])([O-])=O.[K+].[K+]. Given the product [O:30]=[C:5]1[N:6]([CH2:27][CH2:28][CH3:29])[C:7]2[N:8]=[C:9]([C:22]3[CH:26]=[N:25][N:24]([CH2:32][C:33]([OH:35])=[O:34])[CH:23]=3)[N:10]([CH2:14][O:15][CH2:16][CH2:17][Si:18]([CH3:20])([CH3:21])[CH3:19])[C:11]=2[C:12](=[O:13])[N:4]1[CH2:1][CH2:2][CH3:3], predict the reactants needed to synthesize it. (7) Given the product [CH2:11]([C:10]([C:7]1[CH:6]=[CH:5][C:4]([C:3]([OH:37])=[O:2])=[CH:9][CH:8]=1)([CH2:14][O:15][C:16]1[CH:21]=[C:20]([CH3:22])[C:19]([C:23]2[CH:28]=[CH:27][C:26]([C:29]([F:31])([F:32])[F:30])=[CH:25][CH:24]=2)=[C:18]([CH3:33])[CH:17]=1)[CH2:34][CH:35]=[CH2:36])[CH:12]=[CH2:13], predict the reactants needed to synthesize it. The reactants are: C[O:2][C:3](=[O:37])[C:4]1[CH:9]=[CH:8][C:7]([C:10]([CH2:34][CH:35]=[CH2:36])([CH2:14][O:15][C:16]2[CH:21]=[C:20]([CH3:22])[C:19]([C:23]3[CH:28]=[CH:27][C:26]([C:29]([F:32])([F:31])[F:30])=[CH:25][CH:24]=3)=[C:18]([CH3:33])[CH:17]=2)[CH2:11][CH:12]=[CH2:13])=[CH:6][CH:5]=1.[Li+].[OH-].Cl. (8) Given the product [Br:12][C:13]1[CH:14]=[CH:15][C:16]2[N:17]([CH:19]=[C:20]([C:22]([NH:1][C:2]3[CH:7]=[CH:6][CH:5]=[CH:4][CH:3]=3)=[O:23])[N:21]=2)[CH:18]=1, predict the reactants needed to synthesize it. The reactants are: [NH2:1][C:2]1[CH:7]=[CH:6][CH:5]=[CH:4][CH:3]=1.C[Al](C)C.[Br:12][C:13]1[CH:14]=[CH:15][C:16]2[N:17]([CH:19]=[C:20]([C:22](OCC)=[O:23])[N:21]=2)[CH:18]=1.[Cl-].[NH4+]. (9) Given the product [Br:11][CH2:12][CH2:13][CH2:14][CH2:15][CH2:16][O:10][C:6]1[CH:7]=[CH:8][CH:9]=[C:4]([N+:1]([O-:3])=[O:2])[CH:5]=1, predict the reactants needed to synthesize it. The reactants are: [N+:1]([C:4]1[CH:5]=[C:6]([OH:10])[CH:7]=[CH:8][CH:9]=1)([O-:3])=[O:2].[Br:11][CH2:12][CH2:13][CH2:14][CH2:15][CH2:16]Br.C(=O)([O-])[O-].[K+].[K+]. (10) Given the product [C:1]([O:5][C:6](=[O:30])[CH2:7][O:8][C:9]1[CH:14]=[CH:13][C:12]([Cl:15])=[CH:11][C:10]=1[C:16]#[C:17][C:56]1[CH:57]=[CH:58][C:53]([S:50]([CH3:49])(=[O:52])=[O:51])=[CH:54][CH:55]=1)([CH3:4])([CH3:3])[CH3:2], predict the reactants needed to synthesize it. The reactants are: [C:1]([O:5][C:6](=[O:30])[CH2:7][O:8][C:9]1[CH:14]=[CH:13][C:12]([Cl:15])=[CH:11][C:10]=1[C:16]#[C:17]C1C=CC=C(S(CCC)(=O)=O)C=1)([CH3:4])([CH3:3])[CH3:2].C(OC(=O)COC1C=CC(Cl)=CC=1C#C)(C)(C)C.[CH3:49][S:50]([C:53]1[CH:58]=[CH:57][C:56](Br)=[CH:55][CH:54]=1)(=[O:52])=[O:51].